From a dataset of Reaction yield outcomes from USPTO patents with 853,638 reactions. Predict the reaction yield, written as a fraction of the theoretical maximum amount of product (1.0 means a 100% yield; for example, 0.34 means a 34% yield). (1) The reactants are C([O:8][C:9]1[C:10]([F:22])=[C:11]([CH2:18][C:19](=[O:21])[CH3:20])[C:12]([N+:15]([O-:17])=[O:16])=[CH:13][CH:14]=1)C1C=CC=CC=1.[Cl-].[NH+]1C=CC=CC=1. The catalyst is Cl.C(OCC)(=O)C. The product is [F:22][C:10]1[C:9]([OH:8])=[CH:14][CH:13]=[C:12]([N+:15]([O-:17])=[O:16])[C:11]=1[CH2:18][C:19](=[O:21])[CH3:20]. The yield is 0.810. (2) The reactants are [CH3:1][C:2]1([CH3:18])[C:6]([CH3:8])([CH3:7])[O:5][B:4](C2C=CC3N=CSC=3C=2)[O:3]1.Br[C:20]1[C:29]2[C:24](=[CH:25][CH:26]=[CH:27][CH:28]=2)[N:23]=[CH:22][CH:21]=1. No catalyst specified. The product is [CH3:1][C:2]1([CH3:18])[C:6]([CH3:8])([CH3:7])[O:5][B:4]([C:20]2[C:29]3[C:24](=[CH:25][CH:26]=[CH:27][CH:28]=3)[N:23]=[CH:22][CH:21]=2)[O:3]1. The yield is 0.300. (3) The reactants are FC(F)(F)S(O[C:7]1[C:8]2[S:21](=[O:23])(=[O:22])[CH2:20][CH2:19][CH2:18][C:9]=2[N:10]=[C:11]([CH:13]2[CH2:17][CH2:16][CH2:15][CH2:14]2)[N:12]=1)(=O)=O.[NH2:26][C:27]1[CH:32]=[CH:31][C:30]([CH2:33][CH2:34][CH2:35][OH:36])=[CH:29][CH:28]=1. No catalyst specified. The product is [CH:13]1([C:11]2[N:12]=[C:7]([NH:26][C:27]3[CH:28]=[CH:29][C:30]([CH2:33][CH2:34][CH2:35][OH:36])=[CH:31][CH:32]=3)[C:8]3[S:21](=[O:23])(=[O:22])[CH2:20][CH2:19][CH2:18][C:9]=3[N:10]=2)[CH2:17][CH2:16][CH2:15][CH2:14]1. The yield is 0.170. (4) The reactants are [C:1]([Si:5]([CH3:26])([CH3:25])[O:6][C@@H:7]1[CH2:11][C:10](=[O:12])[C:9]([CH2:13]/[CH:14]=[CH:15]\[CH2:16][CH2:17][CH2:18][C:19]([O:21][CH:22]([CH3:24])[CH3:23])=[O:20])=[CH:8]1)([CH3:4])([CH3:3])[CH3:2].[C:27]1(/[CH:33]=[CH:34]/B(O)O)[CH:32]=[CH:31][CH:30]=[CH:29][CH:28]=1. The catalyst is CO. The product is [C:1]([Si:5]([CH3:25])([CH3:26])[O:6][C@@H:7]1[CH2:11][C:10](=[O:12])[CH:9]([CH2:13]/[CH:14]=[CH:15]\[CH2:16][CH2:17][CH2:18][C:19]([O:21][CH:22]([CH3:23])[CH3:24])=[O:20])[C@H:8]1[CH:34]=[CH:33][C:27]1[CH:32]=[CH:31][CH:30]=[CH:29][CH:28]=1)([CH3:3])([CH3:4])[CH3:2]. The yield is 0.290. (5) The product is [NH2:8][C:6]1[CH:5]=[CH:4][C:3]([NH:11][C:12](=[O:19])[C:13]2[CH:18]=[CH:17][CH:16]=[CH:15][CH:14]=2)=[C:2]([CH3:1])[CH:7]=1. The yield is 0.970. The reactants are [CH3:1][C:2]1[CH:7]=[C:6]([N+:8]([O-])=O)[CH:5]=[CH:4][C:3]=1[NH:11][C:12](=[O:19])[C:13]1[CH:18]=[CH:17][CH:16]=[CH:15][CH:14]=1.O.O.[Sn](Cl)Cl.C([O-])(O)=O.[Na+]. The catalyst is C(OCC)(=O)C. (6) The reactants are Cl[C:2]1[CH:7]=[C:6]([C:8]2[CH:13]=[C:12]([Cl:14])[CH:11]=[CH:10][C:9]=2[O:15][CH3:16])[N:5]=[C:4]([NH2:17])[N:3]=1.[NH2:18][C:19]1[CH:26]=[CH:25][C:22]([C:23]#[N:24])=[CH:21][CH:20]=1. The product is [NH2:17][C:4]1[N:3]=[C:2]([NH:18][C:19]2[CH:26]=[CH:25][C:22]([C:23]#[N:24])=[CH:21][CH:20]=2)[CH:7]=[C:6]([C:8]2[CH:13]=[C:12]([Cl:14])[CH:11]=[CH:10][C:9]=2[O:15][CH3:16])[N:5]=1. The yield is 0.900. No catalyst specified.